From a dataset of Reaction yield outcomes from USPTO patents with 853,638 reactions. Predict the reaction yield, written as a fraction of the theoretical maximum amount of product (1.0 means a 100% yield; for example, 0.34 means a 34% yield). The product is [Cl:1][C:2]1[CH:7]=[CH:6][CH:5]=[CH:4][C:3]=1[C:8]1[N:9]([C:24]2[CH:25]=[CH:26][C:27]([Cl:30])=[CH:28][CH:29]=2)[C:10]2[C:15]([N:16]=1)=[C:14]([N:17]1[CH2:22][CH2:21][CH:20]([NH:23][S:40]([C:39]([F:52])([F:51])[F:38])(=[O:42])=[O:41])[CH2:19][CH2:18]1)[N:13]=[CH:12][N:11]=2. The reactants are [Cl:1][C:2]1[CH:7]=[CH:6][CH:5]=[CH:4][C:3]=1[C:8]1[N:9]([C:24]2[CH:29]=[CH:28][C:27]([Cl:30])=[CH:26][CH:25]=2)[C:10]2[C:15]([N:16]=1)=[C:14]([N:17]1[CH2:22][CH2:21][CH:20]([NH2:23])[CH2:19][CH2:18]1)[N:13]=[CH:12][N:11]=2.C(N(CC)CC)C.[F:38][C:39]([F:52])([F:51])[S:40](O[S:40]([C:39]([F:52])([F:51])[F:38])(=[O:42])=[O:41])(=[O:42])=[O:41]. The yield is 0.250. The catalyst is ClCCl.